Dataset: Reaction yield outcomes from USPTO patents with 853,638 reactions. Task: Predict the reaction yield, written as a fraction of the theoretical maximum amount of product (1.0 means a 100% yield; for example, 0.34 means a 34% yield). (1) The reactants are [CH2:1]([C:5]1[C:9]([CH2:10]O)=[C:8]([CH3:12])[O:7][N:6]=1)[CH2:2][CH2:3][CH3:4].S(Cl)([Cl:15])=O. The catalyst is C(Cl)Cl. The product is [CH2:1]([C:5]1[C:9]([CH2:10][Cl:15])=[C:8]([CH3:12])[O:7][N:6]=1)[CH2:2][CH2:3][CH3:4]. The yield is 0.940. (2) The reactants are [CH2:1]([O:3][C:4](=[O:25])[CH2:5][CH:6]1[O:10][B:9]([OH:11])[C:8]2[CH:12]=[C:13]([O:17][C:18]3[S:19][C:20]([C:23]#[N:24])=[N:21][N:22]=3)[CH:14]=[C:15]([CH3:16])[C:7]1=2)[CH3:2]. The catalyst is C(O)C.[Pd]. The product is [CH2:1]([O:3][C:4](=[O:25])[CH2:5][CH:6]1[O:10][B:9]([OH:11])[C:8]2[CH:12]=[C:13]([O:17][C:18]3[S:19][C:20]([CH2:23][NH2:24])=[N:21][N:22]=3)[CH:14]=[C:15]([CH3:16])[C:7]1=2)[CH3:2]. The yield is 0.540. (3) The reactants are [CH2:1]([C:4]1[C:8]([CH2:9][CH2:10][CH2:11][OH:12])=[CH:7][N:6]([C:13]2[CH:18]=[CH:17][C:16]([C:19]([F:22])([F:21])[F:20])=[CH:15][N:14]=2)[N:5]=1)[CH2:2][CH3:3].O[C:24]1[CH:28]=[C:27]([CH2:29][CH2:30][C:31]([O:33]CC)=[O:32])[N:26]([CH3:36])[N:25]=1.C(P(CCCC)CCCC)CCC.N(C(N1CCCCC1)=O)=NC(N1CCCCC1)=O. The catalyst is O1CCCC1. The product is [CH3:36][N:26]1[C:27]([CH2:29][CH2:30][C:31]([OH:33])=[O:32])=[CH:28][C:24]([O:12][CH2:11][CH2:10][CH2:9][C:8]2[C:4]([CH2:1][CH2:2][CH3:3])=[N:5][N:6]([C:13]3[CH:18]=[CH:17][C:16]([C:19]([F:21])([F:20])[F:22])=[CH:15][N:14]=3)[CH:7]=2)=[N:25]1. The yield is 0.740. (4) The reactants are Br[C:2]1[C:10]2[N:9]=[C:8]([CH3:11])[N:7]([CH2:12][C:13]3[C:22]4[C:17](=[CH:18][CH:19]=[CH:20][CH:21]=4)[CH:16]=[CH:15][CH:14]=3)[C:6]=2[CH:5]=[C:4]([N:23]2[CH2:28][CH2:27][O:26][CH2:25][CH2:24]2)[CH:3]=1.O.[CH3:30][N:31](C=O)C. The catalyst is C1C=CC([P]([Pd]([P](C2C=CC=CC=2)(C2C=CC=CC=2)C2C=CC=CC=2)([P](C2C=CC=CC=2)(C2C=CC=CC=2)C2C=CC=CC=2)[P](C2C=CC=CC=2)(C2C=CC=CC=2)C2C=CC=CC=2)(C2C=CC=CC=2)C2C=CC=CC=2)=CC=1.[C-]#N.[C-]#N.[Zn+2]. The yield is 0.680. The product is [CH3:11][C:8]1[N:7]([CH2:12][C:13]2[C:22]3[C:17](=[CH:18][CH:19]=[CH:20][CH:21]=3)[CH:16]=[CH:15][CH:14]=2)[C:6]2[CH:5]=[C:4]([N:23]3[CH2:28][CH2:27][O:26][CH2:25][CH2:24]3)[CH:3]=[C:2]([C:30]#[N:31])[C:10]=2[N:9]=1. (5) The product is [CH2:11]([O:10][C:8](=[O:9])[CH:7]([C:1]1[CH:6]=[CH:5][CH:4]=[CH:3][CH:2]=1)[CH3:14])[CH3:12]. The catalyst is C1COCC1.O. The reactants are [C:1]1([CH2:7][C:8]([O:10][CH2:11][CH3:12])=[O:9])[CH:6]=[CH:5][CH:4]=[CH:3][CH:2]=1.[Li+].[CH3:14]C([N-]C(C)C)C.CI.CN1C(=O)N(C)CCC1. The yield is 0.720. (6) The catalyst is C(Cl)Cl.O. The yield is 0.920. The product is [OH:12][C:5]1[CH:4]=[CH:3][C:2]([NH:1][S:20]([CH3:19])(=[O:22])=[O:21])=[CH:11][C:6]=1[C:7]([O:9][CH3:10])=[O:8]. The reactants are [NH2:1][C:2]1[CH:3]=[CH:4][C:5]([OH:12])=[C:6]([CH:11]=1)[C:7]([O:9][CH3:10])=[O:8].N1C=CC=CC=1.[CH3:19][S:20](Cl)(=[O:22])=[O:21].Cl.